This data is from Full USPTO retrosynthesis dataset with 1.9M reactions from patents (1976-2016). The task is: Predict the reactants needed to synthesize the given product. (1) Given the product [ClH:18].[NH2:10][CH:7]1[CH2:6][CH2:5][N:4]([C:2]2[S:3][C:19]([C:20]([O:22][CH2:23][CH3:24])=[O:21])=[C:25]([CH2:26][N:27]3[C:35](=[O:36])[C:34]4[C:29](=[CH:30][CH:31]=[CH:32][CH:33]=4)[C:28]3=[O:37])[N:1]=2)[CH2:9][CH2:8]1, predict the reactants needed to synthesize it. The reactants are: [NH2:1][C:2]([N:4]1[CH2:9][CH2:8][CH:7]([NH:10]C(=O)OC(C)(C)C)[CH2:6][CH2:5]1)=[S:3].[Cl:18][CH:19]([C:25](=O)[CH2:26][N:27]1[C:35](=[O:36])[C:34]2[C:29](=[CH:30][CH:31]=[CH:32][CH:33]=2)[C:28]1=[O:37])[C:20]([O:22][CH2:23][CH3:24])=[O:21]. (2) Given the product [CH:1]1([C:4]([N:6]2[CH2:10][CH2:9][C@@H:8]([CH2:11][N:12]3[C:20]4[CH:19]=[CH:18][N:17]=[CH:16][C:15]=4[N:14]=[C:13]3[C:21]3[CH:26]=[CH:25][C:24]([C:37]4[CH:38]=[C:39]5[NH:45][CH:44]=[CH:43][C:40]5=[N:41][CH:42]=4)=[CH:23][CH:22]=3)[CH2:7]2)=[O:5])[CH2:3][CH2:2]1, predict the reactants needed to synthesize it. The reactants are: [CH:1]1([C:4]([N:6]2[CH2:10][CH2:9][C@@H:8]([CH2:11][N:12]3[C:20]4[CH:19]=[CH:18][N:17]=[CH:16][C:15]=4[N:14]=[C:13]3[C:21]3[CH:26]=[CH:25][C:24](B4OC(C)(C)C(C)(C)O4)=[CH:23][CH:22]=3)[CH2:7]2)=[O:5])[CH2:3][CH2:2]1.Br[C:37]1[CH:38]=[C:39]2[NH:45][CH:44]=[CH:43][C:40]2=[N:41][CH:42]=1.C(=O)([O-])[O-].[K+].[K+]. (3) Given the product [CH3:58][C:68]([C:67]1[CH:62]=[CH:63][C:64]2[S:83][C:82]3[CH:81]=[CH:80][CH:79]=[CH:78][C:77]=3[N:76]([CH2:41][CH2:40][CH2:39][N:38]3[CH2:37][CH2:36][CH:35]([CH2:34][CH2:52][OH:54])[CH2:44][CH2:43]3)[C:65]=2[CH:66]=1)=[O:69], predict the reactants needed to synthesize it. The reactants are: CCN(CCCC(NC1C2C=CC(Cl)=CC=2N=C2C=CC(OC)=CC=12)C)CC.Cl.Cl.C1[C@H:36]2[CH2:37][N:38]3[C@@H:43]([CH2:44][C@@H:35]2[C@@H:34]([C:52]([OH:54])=O)[C@@H](O)C1)C1NC2C([C:41]=1[CH2:40][CH2:39]3)=CC=CC=2.O.C[C:58]1[C:68](=[O:69])[C:67]2[CH:66]=[CH:65][CH:64]=[CH:63][C:62]=2C(=O)C=1.C1C=CC2[S:83][C:82]3[CH:81]=[CH:80][C:79](C(F)(F)F)=[CH:78][C:77]=3[N:76](CCCN3CCN(CCO)CC3)C=2C=1.Cl.Cl.CN1CCN(CCCN2C3C=C(C(F)(F)F)C=CC=3SC3C=CC=CC2=3)CC1.Cl.Cl. (4) Given the product [CH2:32]([O:31][C:29](=[O:30])[C:14]1[CH:15]=[C:16]([S:19]([C:22]2[CH:27]=[CH:26][CH:25]=[C:24]([F:28])[CH:23]=2)(=[O:20])=[O:21])[CH:17]=[CH:18][C:13]=1[CH:10]1[CH2:11][CH2:12][NH:8][CH2:9]1)[CH3:33], predict the reactants needed to synthesize it. The reactants are: C(OC([N:8]1[CH2:12][CH2:11][CH:10]([C:13]2[CH:18]=[CH:17][C:16]([S:19]([C:22]3[CH:27]=[CH:26][CH:25]=[C:24]([F:28])[CH:23]=3)(=[O:21])=[O:20])=[CH:15][C:14]=2[C:29]([O:31][CH2:32][CH3:33])=[O:30])[CH2:9]1)=O)(C)(C)C.C(O)(C(F)(F)F)=O. (5) Given the product [CH2:1]([O:3][C:4]([C:6]1[N:7]([CH2:25][CH2:24][C:21]2[CH:22]=[CH:23][C:18]([Cl:17])=[CH:19][CH:20]=2)[C:8]2[C:13]([CH:14]=1)=[CH:12][CH:11]=[CH:10][CH:9]=2)=[O:5])[CH3:2], predict the reactants needed to synthesize it. The reactants are: [CH2:1]([O:3][C:4]([C:6]1[NH:7][C:8]2[C:13]([CH:14]=1)=[CH:12][CH:11]=[CH:10][CH:9]=2)=[O:5])[CH3:2].[H-].[Na+].[Cl:17][C:18]1[CH:23]=[CH:22][C:21]([CH2:24][CH2:25]OS(C2C=CC(C)=CC=2)(=O)=O)=[CH:20][CH:19]=1. (6) Given the product [OH2:13].[ClH:1].[C:2]1([C:8]2[S:12][C:11]([O:13][C@@H:14]3[CH:21]4[CH2:22][N:17]5[CH2:18][CH:19]([CH2:23][CH:15]3[CH2:16]5)[CH2:20]4)=[N:10][N:9]=2)[CH:3]=[CH:4][CH:5]=[CH:6][CH:7]=1.[OH2:13].[OH2:13].[C:2]1([C:8]2[S:12][C:11]([O:13][C@@H:14]3[CH:21]4[CH2:22][N:17]5[CH2:18][CH:19]([CH2:23][CH:15]3[CH2:16]5)[CH2:20]4)=[N:10][N:9]=2)[CH:3]=[CH:4][CH:5]=[CH:6][CH:7]=1.[ClH:1], predict the reactants needed to synthesize it. The reactants are: [ClH:1].[C:2]1([C:8]2[S:12][C:11]([O:13][C@@H:14]3[CH:21]4[CH2:22][N:17]5[CH2:18][CH:19]([CH2:23][CH:15]3[CH2:16]5)[CH2:20]4)=[N:10][N:9]=2)[CH:7]=[CH:6][CH:5]=[CH:4][CH:3]=1. (7) Given the product [Br:1][C:2]1[CH:3]=[C:4]2[C:8]([CH2:7][C:6]3([CH2:15][CH2:14][CH:13]([O:16][CH3:17])[CH2:12][CH2:11]3)[C:5]2([NH:18][S:19]([CH2:22][CH2:23][Si:24]([CH3:26])([CH3:25])[CH3:27])(=[O:21])=[O:20])[C:35]([O:31][CH2:28][CH3:41])=[CH2:36])=[CH:9][CH:10]=1, predict the reactants needed to synthesize it. The reactants are: [Br:1][C:2]1[CH:3]=[C:4]2[C:8](=[CH:9][CH:10]=1)[CH2:7][C:6]1([CH2:15][CH2:14][CH:13]([O:16][CH3:17])[CH2:12][CH2:11]1)[C:5]2=[N:18][S:19]([CH2:22][CH2:23][Si:24]([CH3:27])([CH3:26])[CH3:25])(=[O:21])=[O:20].[C:28]([O-:31])([O-])=O.[K+].[K+].Br[CH2:35][CH2:36]C(F)(F)F.[CH3:41]C#N.